From a dataset of Full USPTO retrosynthesis dataset with 1.9M reactions from patents (1976-2016). Predict the reactants needed to synthesize the given product. (1) Given the product [CH3:12][O:11][C:5]1[CH:4]=[CH:3][C:2]([Br:1])=[CH:7][C:6]=1[C:8]1[CH:9]=[CH:13][N:28]=[C:29]([NH2:31])[N:30]=1, predict the reactants needed to synthesize it. The reactants are: [Br:1][C:2]1[CH:3]=[CH:4][C:5]([O:11][CH3:12])=[C:6]([C:8](=O)[CH3:9])[CH:7]=1.[CH2:13](OC(OCC)N(C)C)C.[O-]CC.[Na+].Cl.[NH2:28][C:29]([NH2:31])=[NH:30]. (2) Given the product [CH3:34][O:33][C:26]1[CH:27]=[C:28]([O:31][CH3:32])[CH:29]=[CH:30][C:25]=1[C:21]1[CH:22]=[CH:23][CH:24]=[C:19]([C:17]([NH:16][C:11]2[CH:12]=[CH:13][CH:14]=[CH:15][C:10]=2[C:7]2[S:6][C:5]([C:3]([OH:4])=[O:2])=[CH:9][CH:8]=2)=[O:18])[CH:20]=1, predict the reactants needed to synthesize it. The reactants are: C[O:2][C:3]([C:5]1[S:6][C:7]([C:10]2[CH:15]=[CH:14][CH:13]=[CH:12][C:11]=2[NH:16][C:17]([C:19]2[CH:20]=[C:21]([C:25]3[CH:30]=[CH:29][C:28]([O:31][CH3:32])=[CH:27][C:26]=3[O:33][CH3:34])[CH:22]=[CH:23][CH:24]=2)=[O:18])=[CH:8][CH:9]=1)=[O:4].C1COCC1.